This data is from Catalyst prediction with 721,799 reactions and 888 catalyst types from USPTO. The task is: Predict which catalyst facilitates the given reaction. (1) Product: [ClH:1].[CH2:13]([O:12][C:10]1[N:9]=[C:8]2[C:4]([N:5]=[CH:6][N:7]2[CH2:17][CH:18]2[CH2:19][CH2:20][NH:21][CH2:22][CH2:23]2)=[C:3]([NH2:2])[N:11]=1)[CH2:14][CH2:15][CH3:16]. The catalyst class is: 169. Reactant: [ClH:1].[NH2:2][C:3]1[N:11]=[C:10]([O:12][CH2:13][CH2:14][CH2:15][CH3:16])[N:9]=[C:8]2[C:4]=1[N:5]=[C:6](OC)[N:7]2[CH2:17][CH:18]1[CH2:23][CH2:22][N:21](C(OC(C)(C)C)=O)[CH2:20][CH2:19]1. (2) Reactant: Cl[CH2:2][C:3]1[N:4]=[C:5]([NH:8][C:9](=[O:11])[CH3:10])[S:6][CH:7]=1.C([O-])([O-])=O.[Na+].[Na+].[CH3:18][NH:19][CH3:20]. Product: [CH3:18][N:19]([CH2:2][C:3]1[N:4]=[C:5]([NH:8][C:9](=[O:11])[CH3:10])[S:6][CH:7]=1)[CH3:20]. The catalyst class is: 1.